From a dataset of Reaction yield outcomes from USPTO patents with 853,638 reactions. Predict the reaction yield, written as a fraction of the theoretical maximum amount of product (1.0 means a 100% yield; for example, 0.34 means a 34% yield). (1) The reactants are [C:1]1([C:7]2[C:11]3[CH:12]=[CH:13][C:14]([O:19][CH:20]([CH2:24][CH2:25][CH3:26])[CH2:21][CH2:22][OH:23])=[C:15]([CH2:16][CH2:17][CH3:18])[C:10]=3[O:9][N:8]=2)[CH:6]=[CH:5][CH:4]=[CH:3][CH:2]=1.[CH3:27][S:28](Cl)(=[O:30])=[O:29]. The catalyst is C(Cl)Cl. The product is [C:1]1([C:7]2[C:11]3[CH:12]=[CH:13][C:14]([O:19][CH:20]([CH2:24][CH2:25][CH3:26])[CH2:21][CH2:22][O:23][S:28]([CH3:27])(=[O:30])=[O:29])=[C:15]([CH2:16][CH2:17][CH3:18])[C:10]=3[O:9][N:8]=2)[CH:2]=[CH:3][CH:4]=[CH:5][CH:6]=1. The yield is 1.00. (2) The reactants are [CH2:1]([N:3]([CH2:30][CH3:31])[CH:4]1[CH2:8][CH2:7][N:6]([C:9]([C:11]2[N:12]([CH3:29])[C:13]([C:17]3[CH:22]=[CH:21][CH:20]=[C:19]([CH2:23][CH2:24][CH2:25][CH2:26][CH2:27][CH3:28])[CH:18]=3)=[N:14][C:15]=2I)=[O:10])[CH2:5]1)[CH3:2]. The catalyst is CO.[Pd]. The product is [CH2:30]([N:3]([CH2:1][CH3:2])[CH:4]1[CH2:8][CH2:7][N:6]([C:9]([C:11]2[N:12]([CH3:29])[C:13]([C:17]3[CH:22]=[CH:21][CH:20]=[C:19]([CH2:23][CH2:24][CH2:25][CH2:26][CH2:27][CH3:28])[CH:18]=3)=[N:14][CH:15]=2)=[O:10])[CH2:5]1)[CH3:31]. The yield is 0.960. (3) The reactants are [NH2:1][C:2]1[C:11]2[C:6](=[CH:7][CH:8]=[CH:9][C:10]=2[O:12][CH:13]2[CH2:18][CH2:17][CH2:16][CH2:15][CH2:14]2)[N:5]=[C:4]([CH3:19])[C:3]=1[C:20]([OH:22])=[O:21].C([O-])(O)=O.[Na+:27]. The catalyst is C(O)C.O. The product is [NH2:1][C:2]1[C:11]2[C:6](=[CH:7][CH:8]=[CH:9][C:10]=2[O:12][CH:13]2[CH2:18][CH2:17][CH2:16][CH2:15][CH2:14]2)[N:5]=[C:4]([CH3:19])[C:3]=1[C:20]([O-:22])=[O:21].[Na+:27]. The yield is 1.00. (4) The yield is 0.680. The reactants are [NH2:1][CH2:2][CH2:3][C:4]([OH:6])=[O:5].[OH-].[Na+].Cl[C:10]([O:12][CH2:13][CH2:14][CH2:15][CH3:16])=[O:11].Cl. The product is [CH2:13]([O:12][C:10]([NH:1][CH2:2][CH2:3][C:4]([OH:6])=[O:5])=[O:11])[CH2:14][CH2:15][CH3:16]. The catalyst is CCC(C)C. (5) The reactants are [NH2:1][CH:2]([C:4]1[N:9]=[C:8]2[CH:10]=[CH:11][N:12]([CH3:13])[C:7]2=[CH:6][C:5]=1[N:14]1[CH2:17][CH:16]([OH:18])[CH2:15]1)[CH3:3].[NH2:19][C:20]1[N:25]=[C:24]([NH2:26])[C:23]([C:27]#[N:28])=[C:22](Cl)[N:21]=1.CCN(CC)CC. The catalyst is C(#N)C. The product is [NH2:19][C:20]1[N:25]=[C:24]([NH2:26])[C:23]([C:27]#[N:28])=[C:22]([NH:1][CH:2]([C:4]2[N:9]=[C:8]3[CH:10]=[CH:11][N:12]([CH3:13])[C:7]3=[CH:6][C:5]=2[N:14]2[CH2:17][CH:16]([OH:18])[CH2:15]2)[CH3:3])[N:21]=1. The yield is 0.0500.